Dataset: Catalyst prediction with 721,799 reactions and 888 catalyst types from USPTO. Task: Predict which catalyst facilitates the given reaction. (1) The catalyst class is: 40. Reactant: [CH:1]([C:3]1[CH:4]=[CH:5][C:6]([O:11][C:12]2[CH:17]=[CH:16][C:15]([CH3:18])=[CH:14][C:13]=2[OH:19])=[C:7]([CH:10]=1)[C:8]#[N:9])=O.[NH2:20][C@H:21]([C:25]([OH:27])=[O:26])[CH2:22][CH2:23][SH:24]. Product: [C:8]([C:7]1[CH:10]=[C:3]([CH:1]2[NH:20][CH:21]([C:25]([OH:27])=[O:26])[CH2:22][CH2:23][S:24]2)[CH:4]=[CH:5][C:6]=1[O:11][C:12]1[CH:17]=[CH:16][C:15]([CH3:18])=[CH:14][C:13]=1[OH:19])#[N:9]. (2) Reactant: F[C:2]1[CH:7]=[CH:6][C:5]([NH:8][S:9]([C:12]2[CH:17]=[CH:16][C:15]([NH:18][C:19](=[O:21])[CH3:20])=[CH:14][CH:13]=2)(=[O:11])=[O:10])=[CH:4][C:3]=1[N+:22]([O-:24])=[O:23].[NH2:25][CH2:26][CH2:27][OH:28].N1C=CC=CC=1.Cl. Product: [OH:28][CH2:27][CH2:26][NH:25][C:2]1[CH:7]=[CH:6][C:5]([NH:8][S:9]([C:12]2[CH:17]=[CH:16][C:15]([NH:18][C:19](=[O:21])[CH3:20])=[CH:14][CH:13]=2)(=[O:11])=[O:10])=[CH:4][C:3]=1[N+:22]([O-:24])=[O:23]. The catalyst class is: 58.